This data is from Retrosynthesis with 50K atom-mapped reactions and 10 reaction types from USPTO. The task is: Predict the reactants needed to synthesize the given product. (1) Given the product CC(C)C(=O)Nc1cccc(C2CCN(Cc3cccc(Oc4cccc(C(F)(F)F)c4)c3)CC2)c1, predict the reactants needed to synthesize it. The reactants are: CC(C)C(=O)Nc1cccc(C2CCNCC2)c1.O=Cc1cccc(Oc2cccc(C(F)(F)F)c2)c1. (2) Given the product CC(C)(Br)C(=O)N(Nc1ccccc1[N+](=O)[O-])C1C2CC3CC(C2)CC1C3, predict the reactants needed to synthesize it. The reactants are: CC(C)(Br)C(=O)Br.O=[N+]([O-])c1ccccc1NNC1C2CC3CC(C2)CC1C3.